This data is from Catalyst prediction with 721,799 reactions and 888 catalyst types from USPTO. The task is: Predict which catalyst facilitates the given reaction. (1) Reactant: [F:1][C:2]1[CH:7]=[CH:6][CH:5]=[CH:4][C:3]=1[CH:8]1[O:12]C(=O)[NH:10][CH:9]1[CH2:14][C:15]1[CH:20]=[CH:19][C:18]([C:21]([F:24])([F:23])[F:22])=[CH:17][CH:16]=1.[OH-].[Na+]. Product: [NH2:10][CH:9]([CH2:14][C:15]1[CH:20]=[CH:19][C:18]([C:21]([F:24])([F:22])[F:23])=[CH:17][CH:16]=1)[CH:8]([C:3]1[CH:4]=[CH:5][CH:6]=[CH:7][C:2]=1[F:1])[OH:12]. The catalyst class is: 8. (2) Reactant: Br[C:2]1[CH:24]=[C:23]([F:25])[CH:22]=[CH:21][C:3]=1[O:4][CH2:5][C:6]([N:8]([CH:18]([CH3:20])[CH3:19])[NH:9][C:10](=[O:17])[C:11]1[CH:16]=[CH:15][CH:14]=[CH:13][CH:12]=1)=[O:7].C([O-])([O-])=O.[Na+].[Na+].[N+:32]([C:35]1[CH:40]=[CH:39][CH:38]=[CH:37][C:36]=1B(O)O)([O-:34])=[O:33]. Product: [F:25][C:23]1[CH:22]=[CH:21][C:3]([O:4][CH2:5][C:6]([N:8]([CH:18]([CH3:20])[CH3:19])[NH:9][C:10](=[O:17])[C:11]2[CH:16]=[CH:15][CH:14]=[CH:13][CH:12]=2)=[O:7])=[C:2]([C:36]2[CH:37]=[CH:38][CH:39]=[CH:40][C:35]=2[N+:32]([O-:34])=[O:33])[CH:24]=1. The catalyst class is: 57. (3) Reactant: Cl.[Cl:2][C:3]1[CH:8]=[CH:7][C:6]([CH2:9][CH2:10][NH2:11])=[CH:5][C:4]=1[CH2:12][CH3:13].C[O-].[Na+].[C:17]([C:21]1[CH:28]=[CH:27][C:24]([CH:25]=O)=[CH:23][CH:22]=1)([CH3:20])([CH3:19])[CH3:18].[BH4-].[Na+].Cl.C([O-])(O)=O.[Na+]. Product: [ClH:2].[C:17]([C:21]1[CH:22]=[CH:23][C:24]([CH2:25][NH:11][CH2:10][CH2:9][C:6]2[CH:7]=[CH:8][C:3]([Cl:2])=[C:4]([CH2:12][CH3:13])[CH:5]=2)=[CH:27][CH:28]=1)([CH3:20])([CH3:18])[CH3:19]. The catalyst class is: 191. (4) Reactant: Cl.[NH:2]1[C:10]2[C:5](=[CH:6][C:7]([C:11]3[C:19]4[C:18]([NH2:20])=[N:17][CH:16]=[N:15][C:14]=4[N:13]([CH3:21])[CH:12]=3)=[CH:8][CH:9]=2)[CH2:4][CH2:3]1.[Cl:22][C:23]1[CH:24]=[CH:25][C:26]([F:33])=[C:27]([CH2:29][C:30](O)=[O:31])[CH:28]=1.CN(C(ON1N=NC2C=CC=NC1=2)=[N+](C)C)C.F[P-](F)(F)(F)(F)F.CCN(C(C)C)C(C)C. Product: [Cl:22][C:23]1[CH:24]=[CH:25][C:26]([F:33])=[C:27]([CH2:29][C:30]([N:2]2[C:10]3[C:5](=[CH:6][C:7]([C:11]4[C:19]5[C:18]([NH2:20])=[N:17][CH:16]=[N:15][C:14]=5[N:13]([CH3:21])[CH:12]=4)=[CH:8][CH:9]=3)[CH2:4][CH2:3]2)=[O:31])[CH:28]=1. The catalyst class is: 18. (5) Reactant: [CH3:1][C@H:2]1[C@H:7]([NH:8][C:9](=[O:15])[O:10][C:11]([CH3:14])([CH3:13])[CH3:12])[CH2:6][CH2:5][CH2:4][NH:3]1.C(N(C(C)C)CC)(C)C.Cl[C:26]([O:28][CH2:29][C:30]1[CH:35]=[CH:34][CH:33]=[CH:32][CH:31]=1)=[O:27]. Product: [C:11]([O:10][C:9]([NH:8][C@@H:7]1[CH2:6][CH2:5][CH2:4][N:3]([C:26]([O:28][CH2:29][C:30]2[CH:35]=[CH:34][CH:33]=[CH:32][CH:31]=2)=[O:27])[C@H:2]1[CH3:1])=[O:15])([CH3:14])([CH3:13])[CH3:12]. The catalyst class is: 2.